Dataset: Catalyst prediction with 721,799 reactions and 888 catalyst types from USPTO. Task: Predict which catalyst facilitates the given reaction. (1) Reactant: C[O:2][C:3]([C:5]1[S:9][C:8]([NH:10][C:11]([O:13][C:14]([CH3:17])([CH3:16])[CH3:15])=[O:12])=[N:7][CH:6]=1)=[O:4].CO.[OH-].[Na+]. Product: [C:14]([O:13][C:11]([NH:10][C:8]1[S:9][C:5]([C:3]([OH:4])=[O:2])=[CH:6][N:7]=1)=[O:12])([CH3:17])([CH3:15])[CH3:16]. The catalyst class is: 20. (2) Reactant: Br[CH2:2][C:3]1[CH:4]=[C:5]([C:9]2[O:10][C:11]3[C:17]([C:18]([O:20][CH3:21])=[O:19])=[CH:16][CH:15]=[CH:14][C:12]=3[N:13]=2)[CH:6]=[CH:7][CH:8]=1.[CH3:22][NH:23][CH3:24]. Product: [CH3:22][N:23]([CH2:2][C:3]1[CH:4]=[C:5]([C:9]2[O:10][C:11]3[C:17]([C:18]([O:20][CH3:21])=[O:19])=[CH:16][CH:15]=[CH:14][C:12]=3[N:13]=2)[CH:6]=[CH:7][CH:8]=1)[CH3:24]. The catalyst class is: 8. (3) Product: [C:1]([C:4]1[CH:13]=[CH:12][C:11]([O:14][CH2:15][C:16]2[CH:21]=[CH:20][CH:19]=[CH:18][CH:17]=2)=[C:10]2[C:5]=1[CH:6]=[CH:7][CH:8]=[N+:9]2[O-:27])(=[O:3])[CH3:2]. The catalyst class is: 4. Reactant: [C:1]([C:4]1[CH:13]=[CH:12][C:11]([O:14][CH2:15][C:16]2[CH:21]=[CH:20][CH:19]=[CH:18][CH:17]=2)=[C:10]2[C:5]=1[CH:6]=[CH:7][CH:8]=[N:9]2)(=[O:3])[CH3:2].ClC1C=C(C=CC=1)C(OO)=[O:27]. (4) Reactant: C([O:3][C:4](=[O:37])[C@H:5]([C:30]1[CH:35]=[CH:34][C:33]([Cl:36])=[CH:32][CH:31]=1)[N:6]1[C:15](=[O:16])[C:14]2[C:9](=[CH:10][CH:11]=[CH:12][CH:13]=2)[N:8]([CH2:17][C:18]2[C:22]3[C:23]([CH3:28])=[CH:24][C:25]([CH3:27])=[CH:26][C:21]=3[S:20][N:19]=2)[C:7]1=[O:29])C.[Li+].[OH-]. Product: [Cl:36][C:33]1[CH:34]=[CH:35][C:30]([C@H:5]([N:6]2[C:15](=[O:16])[C:14]3[C:9](=[CH:10][CH:11]=[CH:12][CH:13]=3)[N:8]([CH2:17][C:18]3[C:22]4[C:23]([CH3:28])=[CH:24][C:25]([CH3:27])=[CH:26][C:21]=4[S:20][N:19]=3)[C:7]2=[O:29])[C:4]([OH:37])=[O:3])=[CH:31][CH:32]=1. The catalyst class is: 38. (5) Reactant: FC(F)(F)C(O)=O.[CH3:8][NH:9][C:10]([C:12]1[C:32]2[C:27](=[CH:28][CH:29]=[CH:30][CH:31]=2)[C:14]2([CH2:19][CH2:18][N:17](C(OC(C)(C)C)=O)[CH2:16][CH2:15]2)[CH:13]=1)=[O:11]. Product: [CH3:8][NH:9][C:10]([C:12]1[C:32]2[C:27](=[CH:28][CH:29]=[CH:30][CH:31]=2)[C:14]2([CH2:19][CH2:18][NH:17][CH2:16][CH2:15]2)[CH:13]=1)=[O:11]. The catalyst class is: 4.